Dataset: Reaction yield outcomes from USPTO patents with 853,638 reactions. Task: Predict the reaction yield, written as a fraction of the theoretical maximum amount of product (1.0 means a 100% yield; for example, 0.34 means a 34% yield). (1) The reactants are [CH2:1]([N:3]1[C:8]2[N:9]=[C:10](S(C)=O)[N:11]=[CH:12][C:7]=2[CH:6]=[C:5]([C:16]2[CH:21]=[CH:20][CH:19]=[CH:18][CH:17]=2)[C:4]1=[O:22])[CH3:2].[C:23]([O:27][C:28]([N:30]1[CH2:35][CH2:34][N:33]([C:36]2[CH:41]=[CH:40][C:39]([NH2:42])=[CH:38][C:37]=2[F:43])[CH2:32][CH2:31]1)=[O:29])([CH3:26])([CH3:25])[CH3:24]. No catalyst specified. The product is [CH2:1]([N:3]1[C:8]2[N:9]=[C:10]([NH:42][C:39]3[CH:40]=[CH:41][C:36]([N:33]4[CH2:34][CH2:35][N:30]([C:28]([O:27][C:23]([CH3:25])([CH3:24])[CH3:26])=[O:29])[CH2:31][CH2:32]4)=[C:37]([F:43])[CH:38]=3)[N:11]=[CH:12][C:7]=2[CH:6]=[C:5]([C:16]2[CH:21]=[CH:20][CH:19]=[CH:18][CH:17]=2)[C:4]1=[O:22])[CH3:2]. The yield is 0.210. (2) The reactants are [OH:1][C:2]1[N:6]([C:7]2[CH:15]=[CH:14][C:10]([C:11](O)=[O:12])=[CH:9][N:8]=2)[N:5]=[CH:4][C:3]=1[C:16]1[CH:21]=[CH:20][N:19]=[C:18]([O:22][CH3:23])[CH:17]=1.CCN=C=NCCCN(C)C.C1C=CC2N(O)N=NC=2C=1.[O:45]1[CH2:50][CH2:49][CH:48]([CH2:51][NH2:52])[CH2:47][CH2:46]1.CCN(C(C)C)C(C)C. The catalyst is CN(C=O)C. The product is [OH:1][C:2]1[N:6]([C:7]2[CH:15]=[CH:14][C:10]([C:11]([NH:52][CH2:51][CH:48]3[CH2:49][CH2:50][O:45][CH2:46][CH2:47]3)=[O:12])=[CH:9][N:8]=2)[N:5]=[CH:4][C:3]=1[C:16]1[CH:21]=[CH:20][N:19]=[C:18]([O:22][CH3:23])[CH:17]=1. The yield is 0.820. (3) The reactants are [F:1][C:2]([F:26])([F:25])[CH:3]([C:16]1[CH:21]=[C:20]([Cl:22])[C:19]([Cl:23])=[C:18]([Cl:24])[CH:17]=1)/[CH:4]=[CH:5]/[C:6]1[CH:7]=[C:8]2[C:12](=[CH:13][CH:14]=1)[CH:11]([NH2:15])[CH2:10][CH2:9]2.[F:27][C:28]([F:34])([F:33])[CH2:29][C:30](O)=[O:31].CCN=C=NCCCN(C)C.Cl.C1C=CC2N(O)N=NC=2C=1.O.CCN(C(C)C)C(C)C. The catalyst is C(Cl)Cl. The product is [F:27][C:28]([F:34])([F:33])[CH2:29][C:30]([NH:15][CH:11]1[C:12]2[C:8](=[CH:7][C:6](/[CH:5]=[CH:4]/[CH:3]([C:16]3[CH:17]=[C:18]([Cl:24])[C:19]([Cl:23])=[C:20]([Cl:22])[CH:21]=3)[C:2]([F:1])([F:25])[F:26])=[CH:14][CH:13]=2)[CH2:9][CH2:10]1)=[O:31]. The yield is 0.650. (4) The product is [CH2:13]([N:15]1[CH2:20][CH2:19][N:18]([C:2]2[CH:11]=[C:10]([CH3:12])[C:9]3[C:4](=[CH:5][CH:6]=[CH:7][CH:8]=3)[N:3]=2)[CH2:17][CH2:16]1)[CH3:14]. The yield is 0.880. The reactants are Cl[C:2]1[CH:11]=[C:10]([CH3:12])[C:9]2[C:4](=[CH:5][CH:6]=[CH:7][CH:8]=2)[N:3]=1.[CH2:13]([N:15]1[CH2:20][CH2:19][NH:18][CH2:17][CH2:16]1)[CH3:14]. No catalyst specified. (5) The reactants are [ClH:1].O1CCOCC1.[CH3:8][C:9]1[CH:14]=[CH:13][N:12]=[CH:11][C:10]=1[N:15]1[CH2:19][CH2:18][N:17]([C:20]2[CH:36]=[CH:35][C:23]3[N:24](COCC[Si](C)(C)C)[N:25]=[N:26][C:22]=3[CH:21]=2)[C:16]1=[O:37].CO. The catalyst is C(Cl)Cl. The product is [ClH:1].[NH:24]1[C:23]2[CH:35]=[CH:36][C:20]([N:17]3[CH2:18][CH2:19][N:15]([C:10]4[CH:11]=[N:12][CH:13]=[CH:14][C:9]=4[CH3:8])[C:16]3=[O:37])=[CH:21][C:22]=2[N:26]=[N:25]1. The yield is 0.894. (6) The reactants are [CH2:1]([O:3][C:4]([C:6]1[N:7]=[C:8]([NH:11][C:12](=[O:27])[CH:13]([C:20]2[CH:25]=[CH:24][CH:23]=[C:22]([Cl:26])[CH:21]=2)[CH2:14][CH:15]2[CH2:19][CH2:18][CH2:17][CH2:16]2)[S:9][CH:10]=1)=[O:5])C.S(=O)(=O)(O)O. The catalyst is CO. The product is [CH3:1][O:3][C:4]([C:6]1[N:7]=[C:8]([NH:11][C:12](=[O:27])[CH:13]([C:20]2[CH:25]=[CH:24][CH:23]=[C:22]([Cl:26])[CH:21]=2)[CH2:14][CH:15]2[CH2:16][CH2:17][CH2:18][CH2:19]2)[S:9][CH:10]=1)=[O:5]. The yield is 0.403.